Dataset: Reaction yield outcomes from USPTO patents with 853,638 reactions. Task: Predict the reaction yield, written as a fraction of the theoretical maximum amount of product (1.0 means a 100% yield; for example, 0.34 means a 34% yield). (1) The product is [CH2:5]([N:3]1[CH:1]=[CH:11][C:10]([C:9]([O:13][CH2:14][CH3:15])=[O:12])=[CH:4]1)[CH3:6]. No catalyst specified. The reactants are [CH:1]([N:3]([CH2:5][C:6](O)=O)[CH3:4])=O.[C:9]([O:13][CH2:14][CH3:15])(=[O:12])[C:10]#[CH:11].C(OC(=O)C)(=O)C. The yield is 0.713. (2) The reactants are [OH:1][N:2]=[C:3](Cl)[C:4]1[C:8]([N:9]2[CH2:14][CH2:13][O:12][CH2:11][CH2:10]2)=[N:7][O:6][N:5]=1.[Br:16][C:17]1[CH:18]=[C:19]([CH:21]=[CH:22][C:23]=1[F:24])[NH2:20].C(N(CC)C(C)C)(C)C. The catalyst is C(O)C.C(#N)C. The product is [Br:16][C:17]1[CH:18]=[C:19]([NH:20][C:3]([C:4]2[C:8]([N:9]3[CH2:14][CH2:13][O:12][CH2:11][CH2:10]3)=[N:7][O:6][N:5]=2)=[N:2][OH:1])[CH:21]=[CH:22][C:23]=1[F:24]. The yield is 0.480. (3) The yield is 0.989. The reactants are [F:1][C:2]1[CH:3]=[C:4]([N:9]2[CH2:13][C@H:12]([CH2:14][OH:15])[O:11][C:10]2=[O:16])[CH:5]=[CH:6][C:7]=1[I:8].C(N(CC)CC)C.[CH3:24][S:25](Cl)(=[O:27])=[O:26]. The product is [F:1][C:2]1[CH:3]=[C:4]([N:9]2[CH2:13][C@H:12]([CH2:14][O:15][S:25]([CH3:24])(=[O:27])=[O:26])[O:11][C:10]2=[O:16])[CH:5]=[CH:6][C:7]=1[I:8]. The catalyst is C(Cl)Cl. (4) The reactants are [CH2:1]([C:3]1[C:12]2[O:11][CH2:10][C:9](=[O:13])[NH:8][C:7]=2[CH:6]=[CH:5][CH:4]=1)[CH3:2].C([O-])([O-])=O.[Cs+].[Cs+].[Cl:20][CH2:21][CH2:22][CH2:23]I. No catalyst specified. The yield is 0.740. The product is [Cl:20][CH2:21][CH2:22][CH2:23][N:8]1[C:7]2[CH:6]=[CH:5][CH:4]=[C:3]([CH2:1][CH3:2])[C:12]=2[O:11][CH2:10][C:9]1=[O:13]. (5) The reactants are [F:1][C:2]1[CH:3]=[C:4]2[C:13](=[CH:14][CH:15]=1)[C:12]1[CH:11]=[CH:10][CH:9]=[CH:8][C:7]=1[N:6]([S:16]([C:19]1[CH:24]=[CH:23][CH:22]=[C:21]([O:25]C)[CH:20]=1)(=[O:18])=[O:17])[CH:5]2[CH3:27].C1CCCCC=1.B(Br)(Br)Br.ClCCl. The yield is 0.710. The product is [F:1][C:2]1[CH:3]=[C:4]2[C:13](=[CH:14][CH:15]=1)[C:12]1[CH:11]=[CH:10][CH:9]=[CH:8][C:7]=1[N:6]([S:16]([C:19]1[CH:20]=[C:21]([OH:25])[CH:22]=[CH:23][CH:24]=1)(=[O:18])=[O:17])[CH:5]2[CH3:27]. No catalyst specified. (6) The reactants are Cl[C:2]1[N:6]([CH3:7])[N:5]=[CH:4][C:3]=1[N+:8]([O-:10])=[O:9].[NH2:11][CH2:12][CH2:13][CH2:14][NH:15][C:16](=[O:22])[O:17][C:18]([CH3:21])([CH3:20])[CH3:19].CCN(C(C)C)C(C)C. The catalyst is CCO. The product is [CH3:7][N:6]1[C:2]([NH:11][CH2:12][CH2:13][CH2:14][NH:15][C:16](=[O:22])[O:17][C:18]([CH3:20])([CH3:19])[CH3:21])=[C:3]([N+:8]([O-:10])=[O:9])[CH:4]=[N:5]1. The yield is 0.850. (7) The reactants are [CH:1]1[C:13]2[CH:12]([CH2:14][O:15][C:16]([NH:18][C@H:19]([C:23]([N:25]([CH3:49])[C@@H:26]([C@@H:45]([CH3:48])[CH2:46][CH3:47])[C@H:27]([O:43][CH3:44])[CH2:28][C:29](OC3C(F)=C(F)C(F)=C(F)C=3F)=[O:30])=[O:24])[CH:20]([CH3:22])[CH3:21])=[O:17])[C:11]3[C:6](=[CH:7][CH:8]=[CH:9][CH:10]=3)[C:5]=2[CH:4]=[CH:3][CH:2]=1.Cl.[CH:51]1([CH2:58][CH2:59][NH:60][C:61](=[O:72])[C@H:62]([CH3:71])[C@@H:63]([O:69][CH3:70])[C@@H:64]2[CH2:68][CH2:67][CH2:66][NH:65]2)[CH:57]=[CH:56][CH:55]=[CH:54][CH:53]=[CH:52]1.C(N(CC)C(C)C)(C)C. The catalyst is ClCCl. The product is [CH:51]1([CH2:58][CH2:59][NH:60][C:61](=[O:72])[C@H:62]([CH3:71])[C@H:63]([C@@H:64]2[CH2:68][CH2:67][CH2:66][N:65]2[C:29](=[O:30])[CH2:28][C@@H:27]([O:43][CH3:44])[C@@H:26]([N:25]([CH3:49])[C:23](=[O:24])[C@H:19]([CH:20]([CH3:22])[CH3:21])[NH:18][C:16]([O:15][CH2:14][CH:12]2[C:13]3[CH:1]=[CH:2][CH:3]=[CH:4][C:5]=3[C:6]3[C:11]2=[CH:10][CH:9]=[CH:8][CH:7]=3)=[O:17])[C@@H:45]([CH3:48])[CH2:46][CH3:47])[O:69][CH3:70])[CH:52]=[CH:53][CH:54]=[CH:55][CH:56]=[CH:57]1. The yield is 0.680.